Task: Predict which catalyst facilitates the given reaction.. Dataset: Catalyst prediction with 721,799 reactions and 888 catalyst types from USPTO (1) Reactant: [CH:1]([CH:4]1[CH2:9][NH:8][C:7]2[CH:10]=[C:11]([CH3:14])[CH:12]=[CH:13][C:6]=2[O:5]1)([CH3:3])[CH3:2].C(N(CC)CC)C.[CH2:22]([O:24][C:25](=[O:31])/[CH:26]=[CH:27]/[C:28](Cl)=[O:29])[CH3:23].O. Product: [CH2:22]([O:24][C:25](=[O:31])/[CH:26]=[CH:27]/[C:28]([N:8]1[C:7]2[CH:10]=[C:11]([CH3:14])[CH:12]=[CH:13][C:6]=2[O:5][CH:4]([CH:1]([CH3:3])[CH3:2])[CH2:9]1)=[O:29])[CH3:23]. The catalyst class is: 22. (2) Reactant: [Cl:1][C:2]1[CH:10]=[CH:9][C:8]([Cl:11])=[CH:7][C:3]=1[C:4](Cl)=[O:5].[N:12]1([CH2:17][CH2:18][CH2:19][S:20]([C:23]2[CH:28]=[CH:27][C:26]([NH:29][C:30]3[N:35]=[CH:34][C:33]([NH2:36])=[CH:32][N:31]=3)=[CH:25][CH:24]=2)(=[O:22])=[O:21])[CH2:16][CH2:15][CH2:14][CH2:13]1. Product: [Cl:1][C:2]1[CH:10]=[CH:9][C:8]([Cl:11])=[CH:7][C:3]=1[C:4]([NH:36][C:33]1[CH:34]=[N:35][C:30]([NH:29][C:26]2[CH:27]=[CH:28][C:23]([S:20]([CH2:19][CH2:18][CH2:17][N:12]3[CH2:16][CH2:15][CH2:14][CH2:13]3)(=[O:21])=[O:22])=[CH:24][CH:25]=2)=[N:31][CH:32]=1)=[O:5]. The catalyst class is: 1. (3) Reactant: [C:1]([NH:4][C:5]1[CH:34]=[CH:33][C:8]([CH2:9][C:10]2[N:18]([CH2:19][O:20][C:21](=[O:26])[C:22]([CH3:25])([CH3:24])[CH3:23])[C:17]3[C:16](=[O:27])[NH:15][C:14](=[O:28])[N:13]([CH2:29][CH2:30][CH2:31][CH3:32])[C:12]=3[N:11]=2)=[CH:7][CH:6]=1)(=[O:3])[CH3:2].N12CCCN=C1CCCCC2.Br[CH2:47][C:48]1[CH:53]=[C:52]([N+:54]([O-:56])=[O:55])[CH:51]=[CH:50][C:49]=1[F:57].C(OCC)(=O)C. Product: [C:1]([NH:4][C:5]1[CH:34]=[CH:33][C:8]([CH2:9][C:10]2[N:18]([CH2:19][O:20][C:21](=[O:26])[C:22]([CH3:24])([CH3:25])[CH3:23])[C:17]3[C:16](=[O:27])[N:15]([CH2:47][C:48]4[CH:53]=[C:52]([N+:54]([O-:56])=[O:55])[CH:51]=[CH:50][C:49]=4[F:57])[C:14](=[O:28])[N:13]([CH2:29][CH2:30][CH2:31][CH3:32])[C:12]=3[N:11]=2)=[CH:7][CH:6]=1)(=[O:3])[CH3:2]. The catalyst class is: 10. (4) Reactant: [CH2:1]([O:3][C:4]1[CH:5]=[N:6][C:7]([C:10]2[CH:11]=[C:12]([CH:27]=[CH:28][CH:29]=2)[CH2:13][C:14]2[C:19](=O)[CH:18]=[CH:17][N:16]([C:21]3[CH:22]=[N:23][N:24]([CH3:26])[CH:25]=3)[N:15]=2)=[N:8][CH:9]=1)[CH3:2].COC1C=CC(P2(SP(C3C=CC(OC)=CC=3)(=S)S2)=[S:39])=CC=1. Product: [CH2:1]([O:3][C:4]1[CH:5]=[N:6][C:7]([C:10]2[CH:11]=[C:12]([CH:27]=[CH:28][CH:29]=2)[CH2:13][C:14]2[C:19](=[S:39])[CH:18]=[CH:17][N:16]([C:21]3[CH:22]=[N:23][N:24]([CH3:26])[CH:25]=3)[N:15]=2)=[N:8][CH:9]=1)[CH3:2]. The catalyst class is: 12. (5) Reactant: [C:1]1([C:7](=O)[CH2:8][C:9]2[CH:14]=[CH:13][CH:12]=[CH:11][CH:10]=2)[CH:6]=[CH:5][CH:4]=[CH:3][CH:2]=1.[CH2:16]([O:18][C:19]1[CH:20]=[C:21]([CH:24]=[C:25]([N+:28]([O-:30])=[O:29])[C:26]=1[OH:27])[CH:22]=O)[CH3:17].[CH3:31][C:32]1(C)[O:39]C(=O)CC(=O)O1.C([O-])(=O)C.[NH4+:45]. Product: [CH2:16]([O:18][C:19]1[CH:20]=[C:21]([CH:22]2[C:8]([C:9]3[CH:14]=[CH:13][CH:12]=[CH:11][CH:10]=3)=[C:7]([C:1]3[CH:6]=[CH:5][CH:4]=[CH:3][CH:2]=3)[NH:45][C:32](=[O:39])[CH2:31]2)[CH:24]=[C:25]([N+:28]([O-:30])=[O:29])[C:26]=1[OH:27])[CH3:17]. The catalyst class is: 15. (6) Reactant: [CH3:1][C:2]1[N:7]([CH2:8][CH2:9][CH3:10])[C:6](=[O:11])[C:5]([CH2:12][CH2:13][C:14]2[CH:19]=[CH:18][CH:17]=[CH:16][CH:15]=2)=[C:4]([C:20]2[CH:25]=[CH:24][CH:23]=[CH:22][C:21]=2[O:26]C)[N:3]=1.B(Br)(Br)Br. Product: [OH:26][C:21]1[CH:22]=[CH:23][CH:24]=[CH:25][C:20]=1[C:4]1[N:3]=[C:2]([CH3:1])[N:7]([CH2:8][CH2:9][CH3:10])[C:6](=[O:11])[C:5]=1[CH2:12][CH2:13][C:14]1[CH:15]=[CH:16][CH:17]=[CH:18][CH:19]=1. The catalyst class is: 2. (7) Reactant: C1(P(C2C=CC=CC=2)C2C=CC3OCOC=3C=2C2C3OCOC=3C=CC=2P(C2C=CC=CC=2)C2C=CC=CC=2)C=CC=CC=1.[Cl:45][CH2:46][C:47](=[O:54])[CH2:48][C:49]([O:51][CH2:52][CH3:53])=[O:50]. Product: [Cl:45][CH2:46][C@@H:47]([OH:54])[CH2:48][C:49]([O:51][CH2:52][CH3:53])=[O:50]. The catalyst class is: 8. (8) Reactant: [N+:1]([CH:3](S(C1C=CC(C)=CC=1)(=O)=O)[CH2:4][CH2:5][CH2:6][CH3:7])#[C-:2].[C:18]([O:22][CH2:23][CH3:24])(=[O:21])[CH:19]=[CH2:20].CC(C)([O-])C.[K+]. Product: [CH2:4]([C:3]1[NH:1][CH:2]=[C:19]([C:18]([O:22][CH2:23][CH3:24])=[O:21])[CH:20]=1)[CH2:5][CH2:6][CH3:7]. The catalyst class is: 30. (9) Reactant: Cl[C:2]1[C:3]2[N:4]([CH:10]=[C:11]([N+:13]([O-:15])=[O:14])[CH:12]=2)[N:5]=[CH:6][C:7]=1[C:8]#[N:9].Cl.[CH3:17][CH:18]1[CH2:23][CH2:22][CH2:21][CH2:20][CH:19]1[NH2:24]. Product: [CH3:17][CH:18]1[CH2:23][CH2:22][CH2:21][CH2:20][CH:19]1[NH:24][C:2]1[C:3]2[N:4]([CH:10]=[C:11]([N+:13]([O-:15])=[O:14])[CH:12]=2)[N:5]=[CH:6][C:7]=1[C:8]#[N:9]. The catalyst class is: 31. (10) Reactant: [C:1]([C:3]1[CH:8]=[CH:7][C:6]([CH:9]2OCC[O:10]2)=[CH:5][N:4]=1)#[N:2].Cl. Product: [C:1]([C:3]1[N:4]=[CH:5][C:6]([CH:9]=[O:10])=[CH:7][CH:8]=1)#[N:2]. The catalyst class is: 7.